This data is from Forward reaction prediction with 1.9M reactions from USPTO patents (1976-2016). The task is: Predict the product of the given reaction. (1) Given the reactants Cl[C:2]1[C:3]2[C:4](=[CH:15][N:16](CC3C=CC(OC)=CC=3)[N:17]=2)[N:5]=[C:6]([C:8]2[CH:13]=[CH:12][C:11]([F:14])=[CH:10][CH:9]=2)[N:7]=1.[CH3:27][O:28][C:29]1[CH:30]=[C:31]([CH:33]=[CH:34][C:35]=1[O:36][CH3:37])[NH2:32].Cl, predict the reaction product. The product is: [CH3:27][O:28][C:29]1[CH:30]=[C:31]([NH:32][C:2]2[C:3]3[NH:17][N:16]=[CH:15][C:4]=3[N:5]=[C:6]([C:8]3[CH:9]=[CH:10][C:11]([F:14])=[CH:12][CH:13]=3)[N:7]=2)[CH:33]=[CH:34][C:35]=1[O:36][CH3:37]. (2) Given the reactants [Cl:1][C:2]1[CH:7]=[CH:6][C:5]([S:8]([N:11]([CH2:21][C:22]2[CH:32]=[CH:31][C:25]([C:26]([O:28]CC)=[O:27])=[CH:24][N:23]=2)[C@H:12]([C:15]2[CH:20]=[CH:19][CH:18]=[CH:17][CH:16]=2)[CH2:13][CH3:14])(=[O:10])=[O:9])=[CH:4][CH:3]=1.[OH-].[Na+], predict the reaction product. The product is: [Cl:1][C:2]1[CH:7]=[CH:6][C:5]([S:8]([N:11]([CH2:21][C:22]2[CH:32]=[CH:31][C:25]([C:26]([OH:28])=[O:27])=[CH:24][N:23]=2)[C@H:12]([C:15]2[CH:20]=[CH:19][CH:18]=[CH:17][CH:16]=2)[CH2:13][CH3:14])(=[O:10])=[O:9])=[CH:4][CH:3]=1. (3) Given the reactants Cl[CH2:2][C:3]1[CH:7]=[C:6]([C:8]2[CH:13]=[CH:12][C:11]([Cl:14])=[CH:10][CH:9]=2)[O:5][N:4]=1.C[O:16][C:17](=[O:30])[CH2:18][C:19]1[C:20]2[CH:27]=[C:26]([CH3:28])[C:25]([OH:29])=[CH:24][C:21]=2[S:22][CH:23]=1.COC(=O)CC1C2C=CC=C(OCC3C=C(C4C=CC(Cl)=CC=4)ON=3)C=2SC=1, predict the reaction product. The product is: [CH3:28][C:26]1[C:25]([O:29][CH2:2][C:3]2[CH:7]=[C:6]([C:8]3[CH:13]=[CH:12][C:11]([Cl:14])=[CH:10][CH:9]=3)[O:5][N:4]=2)=[CH:24][C:21]2[S:22][CH:23]=[C:19]([CH2:18][C:17]([OH:30])=[O:16])[C:20]=2[CH:27]=1. (4) Given the reactants [CH3:1][C@@H:2]1[NH:8][CH2:7][C:6]2[CH:9]=[CH:10][C:11]([C:13]([O:15][CH3:16])=[O:14])=[CH:12][C:5]=2[O:4][CH2:3]1.Br[C:18]1[CH:23]=[CH:22][CH:21]=[CH:20][N:19]=1.CC(OC1C=CC=C(OC(C)C)C=1C1C(P(C2CCCCC2)C2CCCCC2)=CC=CC=1)C.C(O[Na])(C)(C)C.C(Cl)(Cl)Cl, predict the reaction product. The product is: [CH3:1][C@@H:2]1[N:8]([C:18]2[CH:23]=[CH:22][CH:21]=[CH:20][N:19]=2)[CH2:7][C:6]2[CH:9]=[CH:10][C:11]([C:13]([O:15][CH3:16])=[O:14])=[CH:12][C:5]=2[O:4][CH2:3]1. (5) Given the reactants [Cl:1][C:2]1[C:7]([F:8])=[CH:6][CH:5]=[C:4]([Cl:9])[C:3]=1[C@H:10]([O:12][C:13]1[C:14]([NH2:19])=[N:15][CH:16]=[CH:17][CH:18]=1)[CH3:11].C1C(=O)N([Br:27])C(=O)C1, predict the reaction product. The product is: [Cl:1][C:2]1[C:7]([F:8])=[CH:6][CH:5]=[C:4]([Cl:9])[C:3]=1[C@H:10]([O:12][C:13]1[C:14]([NH2:19])=[N:15][CH:16]=[C:17]([Br:27])[CH:18]=1)[CH3:11]. (6) Given the reactants [Cl:1][C:2]1[CH:7]=[CH:6][N:5]=[C:4]([CH2:8][OH:9])[CH:3]=1.[S:10](Cl)([C:13]1[CH:19]=[CH:18][C:16]([CH3:17])=[CH:15][CH:14]=1)(=[O:12])=[O:11], predict the reaction product. The product is: [CH3:17][C:16]1[CH:18]=[CH:19][C:13]([S:10]([O:9][CH2:8][C:4]2[CH:3]=[C:2]([Cl:1])[CH:7]=[CH:6][N:5]=2)(=[O:12])=[O:11])=[CH:14][CH:15]=1.